Task: Regression/Classification. Given a drug SMILES string, predict its absorption, distribution, metabolism, or excretion properties. Task type varies by dataset: regression for continuous measurements (e.g., permeability, clearance, half-life) or binary classification for categorical outcomes (e.g., BBB penetration, CYP inhibition). Dataset: rlm.. Dataset: Rat liver microsome stability data The drug is COC(=O)c1ccc2nc(NC3=NC4=C(C(=O)CCC4)C(c4[nH]ncc4Cl)N3)oc2c1. The result is 1 (stable in rat liver microsomes).